Dataset: Forward reaction prediction with 1.9M reactions from USPTO patents (1976-2016). Task: Predict the product of the given reaction. (1) The product is: [F:1][C:2]([F:20])([F:19])[O:3][C:4]1[CH:9]=[CH:8][C:7]([N:10]2[CH2:15][CH2:14][N:13]([C:16]([O:42][CH2:41][C:40]([OH:44])([CH3:43])[CH2:39][N:32]3[CH:33]=[C:34]([N+:36]([O-:38])=[O:37])[N:35]=[C:31]3[Cl:30])=[O:17])[CH2:12][CH2:11]2)=[CH:6][CH:5]=1. Given the reactants [F:1][C:2]([F:20])([F:19])[O:3][C:4]1[CH:9]=[CH:8][C:7]([N:10]2[CH2:15][CH2:14][N:13]([C:16](Cl)=[O:17])[CH2:12][CH2:11]2)=[CH:6][CH:5]=1.C(N(CC)C(C)C)(C)C.[Cl:30][C:31]1[N:32]([CH2:39][C:40]([OH:44])([CH3:43])[CH2:41][OH:42])[CH:33]=[C:34]([N+:36]([O-:38])=[O:37])[N:35]=1, predict the reaction product. (2) The product is: [C:19]1([C:10]2[CH:11]=[CH:12][C:13]3[C:8](=[C:7]4[C:16](=[CH:15][CH:14]=3)[CH:17]=[CH:18][C:5]([C:1]3[CH:2]=[CH:38][CH:37]=[CH:4][CH:3]=3)=[N:6]4)[N:9]=2)[CH:20]=[CH:25][CH:24]=[CH:22][CH:21]=1. Given the reactants [CH:1]([C:5]1[CH:18]=[CH:17][C:16]2[C:7](=[C:8]3[C:13](=[CH:14][CH:15]=2)[CH:12]=[CH:11][C:10]([CH:19]([CH2:21][CH3:22])[CH3:20])=[N:9]3)[N:6]=1)([CH2:3][CH3:4])[CH3:2].N1C2C(=CC=C3C=2N=CC=C3)C=[CH:25][CH:24]=1.[C:37]1([Li])C=CC=C[CH:38]=1, predict the reaction product. (3) Given the reactants [ClH:1].N[C:3]1[CH:4]=[CH:5][C:6]2[CH2:10][CH:9]([C:11]#[N:12])[C:7]=2[CH:8]=1.N([O-])=O.[Na+].C(OCC)(=O)C, predict the reaction product. The product is: [Cl:1][C:3]1[CH:4]=[CH:5][C:6]2[CH2:10][CH:9]([C:11]#[N:12])[C:7]=2[CH:8]=1.